This data is from Forward reaction prediction with 1.9M reactions from USPTO patents (1976-2016). The task is: Predict the product of the given reaction. (1) Given the reactants [OH:1][C:2]1[C:10]([O:11][CH3:12])=[CH:9][C:8]([C:13]2[N:14]([C:24]([O:26][C:27]([CH3:30])([CH3:29])[CH3:28])=[O:25])[C:15]3[C:20]([CH:21]=2)=[CH:19][C:18]([CH:22]=O)=[CH:17][CH:16]=3)=[C:7]2[C:3]=1[CH2:4][NH:5][C:6]2=[O:31].[CH2:32]([NH:34][CH2:35][CH3:36])[CH3:33].C(O)(=O)C.C(O[BH-](OC(=O)C)OC(=O)C)(=O)C.[Na+], predict the reaction product. The product is: [OH:1][C:2]1[C:10]([O:11][CH3:12])=[CH:9][C:8]([C:13]2[N:14]([C:24]([O:26][C:27]([CH3:30])([CH3:29])[CH3:28])=[O:25])[C:15]3[C:20]([CH:21]=2)=[CH:19][C:18]([CH2:22][N:34]([CH2:35][CH3:36])[CH2:32][CH3:33])=[CH:17][CH:16]=3)=[C:7]2[C:3]=1[CH2:4][NH:5][C:6]2=[O:31]. (2) The product is: [CH2:7]([O:8][C:10]1[C:19]2[C:14](=[CH:15][CH:16]=[CH:17][CH:18]=2)[CH:13]=[C:12]([NH:20][C:21]2[CH:25]=[C:24]([CH3:26])[NH:23][N:22]=2)[N:11]=1)[C:1]1[CH:6]=[CH:5][CH:4]=[CH:3][CH:2]=1. Given the reactants [C:1]1([CH2:7][OH:8])[CH:6]=[CH:5][CH:4]=[CH:3][CH:2]=1.Cl[C:10]1[C:19]2[C:14](=[CH:15][CH:16]=[CH:17][CH:18]=2)[CH:13]=[C:12]([NH:20][C:21]2[CH:25]=[C:24]([CH3:26])[NH:23][N:22]=2)[N:11]=1, predict the reaction product.